Dataset: Catalyst prediction with 721,799 reactions and 888 catalyst types from USPTO. Task: Predict which catalyst facilitates the given reaction. (1) Reactant: I.[Cl:2][C:3]1[C:4]2[C:5]3[C:6](=[C:20]([CH3:23])[O:21][N:22]=3)[C:7](=[O:19])[N:8]([CH:13]3[CH2:18][CH2:17][CH2:16][NH:15][CH2:14]3)[C:9]=2[CH:10]=[CH:11][CH:12]=1.Br[CH2:25][C:26]([NH:28][C:29]1[CH:34]=[C:33]([O:35][CH3:36])[C:32]([O:37][CH3:38])=[C:31]([O:39][CH3:40])[CH:30]=1)=[O:27].[I-].[K+].C(=O)([O-])[O-].[K+].[K+]. Product: [Cl:2][C:3]1[C:4]2[C:5]3[C:6](=[C:20]([CH3:23])[O:21][N:22]=3)[C:7](=[O:19])[N:8]([CH:13]3[CH2:18][CH2:17][CH2:16][N:15]([CH2:25][C:26]([NH:28][C:29]4[CH:30]=[C:31]([O:39][CH3:40])[C:32]([O:37][CH3:38])=[C:33]([O:35][CH3:36])[CH:34]=4)=[O:27])[CH2:14]3)[C:9]=2[CH:10]=[CH:11][CH:12]=1. The catalyst class is: 7. (2) Reactant: [C:1]1([C:7]2[C:11]([C:12]([F:15])([F:14])[F:13])=[C:10]([C:16](O)=[O:17])[O:9][N:8]=2)[CH:6]=[CH:5][CH:4]=[CH:3][CH:2]=1.CN1CCOCC1.ClC(OCC(C)C)=O.[BH4-].[Na+]. Product: [C:1]1([C:7]2[C:11]([C:12]([F:15])([F:13])[F:14])=[C:10]([CH2:16][OH:17])[O:9][N:8]=2)[CH:2]=[CH:3][CH:4]=[CH:5][CH:6]=1. The catalyst class is: 36. (3) Reactant: [CH3:1][C:2]1([CH3:9])[O:6][C@@H:5]([CH2:7][OH:8])[CH2:4][O:3]1.Cl[C:11]1[CH:16]=[CH:15][N:14]=[C:13]([NH2:17])[CH:12]=1.[Na]. Product: [CH3:1][C:2]1([CH3:9])[O:6][C@@H:5]([CH2:7][O:8][C:11]2[CH:16]=[CH:15][N:14]=[C:13]([NH2:17])[CH:12]=2)[CH2:4][O:3]1. The catalyst class is: 5. (4) Reactant: C[O:2][C:3](=[O:35])[C:4]([C:12](=[O:34])[C:13]1[CH:18]=[CH:17][C:16]([NH:19][C:20]([C:22]2[CH:23]=[N:24][CH:25]=[CH:26][CH:27]=2)=[O:21])=[CH:15][C:14]=1[C:28]1[CH:33]=[CH:32][CH:31]=[CH:30][CH:29]=1)([NH2:11])[CH2:5][CH2:6][S:7]([CH3:10])(=[O:9])=[O:8]. Product: [N:24]1[CH:25]=[CH:26][CH:27]=[C:22]([C:20]([NH:19][C:16]2[CH:17]=[CH:18][C:13]([C:12]([C:4]([NH2:11])([CH2:5][CH2:6][S:7]([CH3:10])(=[O:8])=[O:9])[C:3]([OH:35])=[O:2])=[O:34])=[C:14]([C:28]3[CH:29]=[CH:30][CH:31]=[CH:32][CH:33]=3)[CH:15]=2)=[O:21])[CH:23]=1. The catalyst class is: 20. (5) Reactant: C([O:8][C:9]([N:11]1[CH2:16][CH2:15][N:14]([CH2:17][C:18]2[CH:27]=[C:26]3[C:21]([C:22]([NH2:28])=[N:23][CH:24]=[N:25]3)=[CH:20][CH:19]=2)[C:13](=[O:29])[CH:12]1[CH2:30][O:31][CH3:32])=O)C1C=CC=CC=1.CN(C(ON1N=NC2C=CC=CC1=2)=[N+](C)C)C.[B-](F)(F)(F)F.C(N(C(C)C)CC)(C)C.[Cl:64][C:65]1[CH:66]=[CH:67][C:68]2[N:72]=[C:71](C(O)=O)[NH:70][C:69]=2[CH:76]=1. Product: [NH2:28][C:22]1[C:21]2[C:26](=[CH:27][C:18]([CH2:17][N:14]3[CH2:15][CH2:16][N:11]([C:9]([C:71]4[NH:70][C:69]5[CH:76]=[C:65]([Cl:64])[CH:66]=[CH:67][C:68]=5[N:72]=4)=[O:8])[C@@H:12]([CH2:30][O:31][CH3:32])[C:13]3=[O:29])=[CH:19][CH:20]=2)[N:25]=[CH:24][N:23]=1. The catalyst class is: 3. (6) Reactant: [O:1]=[C:2]1[O:6][C@H:5]([C:7]([OH:9])=O)[CH2:4][CH2:3]1.CN(C=O)C.C(Cl)(=O)C([Cl:18])=O. Product: [O:1]=[C:2]1[O:6][C@H:5]([C:7]([Cl:18])=[O:9])[CH2:4][CH2:3]1. The catalyst class is: 2. (7) Reactant: C([O:4][CH2:5]/[CH:6]=[C:7](/[C@@H:9]1[C@@H:20]([CH3:21])[CH:19]=[CH:18][CH:17]([O:22][C:23](=[O:25])[CH3:24])[CH2:16][CH2:15][CH2:14][CH2:13][CH2:12][O:11][NH:10]1)\[CH3:8])(=O)C. Product: [C:23]([O:22][CH:17]1[CH2:16][CH2:15][CH2:14][CH2:13][CH2:12][O:11][NH:10][C@H:9](/[C:7](/[CH3:8])=[CH:6]/[CH2:5][OH:4])[C@@H:20]([CH3:21])[CH:19]=[CH:18]1)(=[O:25])[CH3:24]. The catalyst class is: 5. (8) Reactant: [CH2:1]([N:3]1[CH2:7][CH2:6][C@@H:5]([CH2:8][NH:9]C(=O)OCC2C=CC=CC=2)[CH2:4]1)[CH3:2]. Product: [CH2:1]([N:3]1[CH2:7][CH2:6][C@@H:5]([CH2:8][NH2:9])[CH2:4]1)[CH3:2]. The catalyst class is: 43.